From a dataset of Forward reaction prediction with 1.9M reactions from USPTO patents (1976-2016). Predict the product of the given reaction. (1) Given the reactants Cl.[Br:2][C:3]1[CH:11]=[C:10]([C:12]([F:15])([F:14])[F:13])[CH:9]=[CH:8][C:4]=1[CH2:5][CH2:6][NH2:7].[CH3:16][CH2:17][CH2:18][C:19](=O)[CH2:20][CH2:21][CH3:22].C(O[BH-](OC(=O)C)OC(=O)C)(=O)C.[Na+].C(=O)([O-])O.[Na+], predict the reaction product. The product is: [Br:2][C:3]1[CH:11]=[C:10]([C:12]([F:13])([F:14])[F:15])[CH:9]=[CH:8][C:4]=1[CH2:5][CH2:6][NH:7][CH:19]([CH2:20][CH2:21][CH3:22])[CH2:18][CH2:17][CH3:16]. (2) Given the reactants [CH3:1][O:2][C:3]1[CH:35]=[C:34]([O:36][CH3:37])[CH:33]=[CH:32][C:4]=1[CH2:5][NH:6][C:7]1[C:12]([NH2:13])=[CH:11][N:10]=[C:9]([C:14]2[C:22]3[C:17](=[N:18][CH:19]=[C:20]([F:23])[CH:21]=3)[N:16]([CH2:24][C:25]3[CH:30]=[CH:29][CH:28]=[CH:27][C:26]=3[F:31])[N:15]=2)[N:8]=1.[S:38](N)(N)(=[O:40])=[O:39].N1C=CC=CC=1, predict the reaction product. The product is: [CH3:1][O:2][C:3]1[CH:35]=[C:34]([O:36][CH3:37])[CH:33]=[CH:32][C:4]=1[CH2:5][N:6]1[C:7]2[N:8]=[C:9]([C:14]3[C:22]4[C:17](=[N:18][CH:19]=[C:20]([F:23])[CH:21]=4)[N:16]([CH2:24][C:25]4[CH:30]=[CH:29][CH:28]=[CH:27][C:26]=4[F:31])[N:15]=3)[N:10]=[CH:11][C:12]=2[NH:13][S:38]1(=[O:40])=[O:39]. (3) Given the reactants [CH3:1][O:2][C:3]([C@H:5]1[CH2:10][CH2:9][CH2:8][C:7](=[O:11])[N:6]1[C:12]([O:14][C:15]([CH3:18])([CH3:17])[CH3:16])=[O:13])=[O:4].[Cl:19][C:20]1[CH:25]=[CH:24][C:23]([Mg]Br)=[CH:22][CH:21]=1, predict the reaction product. The product is: [C:15]([O:14][C:12]([NH:6][C@H:5]([CH2:10][CH2:9][CH2:8][C:7]([C:23]1[CH:24]=[CH:25][C:20]([Cl:19])=[CH:21][CH:22]=1)=[O:11])[C:3]([O:2][CH3:1])=[O:4])=[O:13])([CH3:18])([CH3:17])[CH3:16]. (4) Given the reactants [F:1][C:2]1[CH:3]=[C:4]([CH:10]=[CH:11][CH:12]=1)[CH2:5][CH2:6][C:7](O)=[O:8].[H-].[H-].[H-].[H-].[Li+].[Al+3], predict the reaction product. The product is: [F:1][C:2]1[CH:3]=[C:4]([CH2:5][CH2:6][CH2:7][OH:8])[CH:10]=[CH:11][CH:12]=1. (5) Given the reactants [CH3:1][O:2][C:3]1[CH:4]=[CH:5][C:6]2[NH:12][C:11](=[O:13])[N:10]([CH:14]3[CH2:19][CH2:18][NH:17][CH2:16][CH2:15]3)[CH2:9][CH2:8][C:7]=2[CH:20]=1.[CH2:21]([O:28][C:29]1[N:34]=[C:33]2[CH:35]=[CH:36][N:37]([C:38]([C:40]3[CH:45]=[C:44](Cl)[N:43]=[CH:42][N:41]=3)=[O:39])[C:32]2=[CH:31][CH:30]=1)[C:22]1[CH:27]=[CH:26][CH:25]=[CH:24][CH:23]=1.CCN(C(C)C)C(C)C, predict the reaction product. The product is: [CH2:21]([O:28][C:29]1[N:34]=[C:33]2[CH:35]=[CH:36][N:37]([C:38]([C:40]3[N:41]=[CH:42][N:43]=[C:44]([N:17]4[CH2:18][CH2:19][CH:14]([N:10]5[CH2:9][CH2:8][C:7]6[CH:20]=[C:3]([O:2][CH3:1])[CH:4]=[CH:5][C:6]=6[NH:12][C:11]5=[O:13])[CH2:15][CH2:16]4)[CH:45]=3)=[O:39])[C:32]2=[CH:31][CH:30]=1)[C:22]1[CH:27]=[CH:26][CH:25]=[CH:24][CH:23]=1. (6) Given the reactants [N:1]([CH2:4][CH2:5][CH2:6][NH:7][C:8]1[C:9]([C:13]2[N:17]([C:18]3[CH:23]=[CH:22][C:21]([F:24])=[C:20]([Br:25])[CH:19]=3)[C:16](=[O:26])[O:15][N:14]=2)=[N:10][O:11][N:12]=1)=[N+]=[N-].[I-:27].[Na+].Cl[Si](C)(C)C.S([O-])([O-])(=O)=S.[Na+].[Na+], predict the reaction product. The product is: [IH:27].[NH2:1][CH2:4][CH2:5][CH2:6][NH:7][C:8]1[C:9]([C:13]2[N:17]([C:18]3[CH:23]=[CH:22][C:21]([F:24])=[C:20]([Br:25])[CH:19]=3)[C:16](=[O:26])[O:15][N:14]=2)=[N:10][O:11][N:12]=1. (7) Given the reactants C([O:7][C:8]1[CH:9]=[C:10]([N:14]2[C:27]3[C:22](=[CH:23][CH:24]=[CH:25][CH:26]=3)[CH2:21][C:20]3[CH:19]=[CH:18][CH:17]=[CH:16][C:15]2=3)[CH:11]=[CH:12][CH:13]=1)(=O)C(C)(C)C.[OH-].[Na+], predict the reaction product. The product is: [OH:7][C:8]1[CH:9]=[C:10]([N:14]2[C:15]3[C:20](=[CH:19][CH:18]=[CH:17][CH:16]=3)[CH2:21][C:22]3[CH:23]=[CH:24][CH:25]=[CH:26][C:27]2=3)[CH:11]=[CH:12][CH:13]=1.